From a dataset of Full USPTO retrosynthesis dataset with 1.9M reactions from patents (1976-2016). Predict the reactants needed to synthesize the given product. (1) Given the product [Cl:11][C:5]1[CH:6]=[C:7]([N+:8]([O-:10])=[O:9])[C:2]2[NH:1][C:15](=[O:16])[CH2:14][O:12][C:3]=2[CH:4]=1, predict the reactants needed to synthesize it. The reactants are: [NH2:1][C:2]1[C:7]([N+:8]([O-:10])=[O:9])=[CH:6][C:5]([Cl:11])=[CH:4][C:3]=1[OH:12].Br[CH2:14][C:15](Cl)=[O:16].C(=O)([O-])[O-].[K+].[K+]. (2) Given the product [C:8]([O:11][C@@H:12]1[C@@H:17]([O:18][C:19](=[O:21])[CH3:20])[C@H:16]([O:22][C:23](=[O:25])[CH3:24])[CH2:15][S:14][C@H:13]1[O:1][C:2]1[CH:3]=[N:4][CH:5]=[CH:6][CH:7]=1)(=[O:10])[CH3:9], predict the reactants needed to synthesize it. The reactants are: [OH:1][C:2]1[CH:3]=[N:4][CH:5]=[CH:6][CH:7]=1.[C:8]([O:11][C@@H:12]1[C@@H:17]([O:18][C:19](=[O:21])[CH3:20])[C@H:16]([O:22][C:23](=[O:25])[CH3:24])[CH2:15][S:14][C@@H:13]1Br)(=[O:10])[CH3:9]. (3) Given the product [CH:1]1([CH2:5][O:6][C:7]2[CH:33]=[CH:32][C:10]3[N:11]=[C:12]([N:14]4[CH2:19][CH2:18][CH:17]([O:20][CH2:21][C@@H:22]([NH:24][C:25](=[O:31])[CH3:35])[CH3:23])[CH2:16][CH2:15]4)[O:13][C:9]=3[CH:8]=2)[CH2:4][CH2:3][CH2:2]1, predict the reactants needed to synthesize it. The reactants are: [CH:1]1([CH2:5][O:6][C:7]2[CH:33]=[CH:32][C:10]3[N:11]=[C:12]([N:14]4[CH2:19][CH2:18][CH:17]([O:20][CH2:21][C@@H:22]([NH:24][C:25](=[O:31])OC(C)(C)C)[CH3:23])[CH2:16][CH2:15]4)[O:13][C:9]=3[CH:8]=2)[CH2:4][CH2:3][CH2:2]1.Cl.[C:35](OCC)(=O)C. (4) The reactants are: Cl.[CH3:2][O:3][C:4]([C@H:6]1[CH2:11][CH2:10][C@H:9]([NH2:12])[CH2:8][CH2:7]1)=[O:5].C(N(CC)CC)C.[C:20](O[C:20]([O:22][C:23]([CH3:26])([CH3:25])[CH3:24])=[O:21])([O:22][C:23]([CH3:26])([CH3:25])[CH3:24])=[O:21].[Cl-].[NH4+]. Given the product [CH3:2][O:3][C:4]([C@H:6]1[CH2:11][CH2:10][C@H:9]([NH:12][C:20]([O:22][C:23]([CH3:26])([CH3:25])[CH3:24])=[O:21])[CH2:8][CH2:7]1)=[O:5], predict the reactants needed to synthesize it. (5) Given the product [C:11]([O:10][C:9]([NH:8][C:5]1[CH:4]=[CH:3][C:2]([C:25]2[CH:26]=[N:27][CH:28]=[C:29]([C:30]([O:32][CH2:33][CH3:34])=[O:31])[CH:35]=2)=[N:7][CH:6]=1)=[O:15])([CH3:14])([CH3:13])[CH3:12], predict the reactants needed to synthesize it. The reactants are: Br[C:2]1[N:7]=[CH:6][C:5]([NH:8][C:9](=[O:15])[O:10][C:11]([CH3:14])([CH3:13])[CH3:12])=[CH:4][CH:3]=1.C[Sn](C)C.C[Sn](C)C.Br[C:25]1[CH:26]=[N:27][CH:28]=[C:29]([CH:35]=1)[C:30]([O:32][CH2:33][CH3:34])=[O:31]. (6) Given the product [S:13]([C:7]1[CH:8]=[C:9]([N+:10]([O-:23])=[O:18])[C:4]([F:3])=[CH:5][C:6]=1[CH3:17])[S:13][C:7]1[CH:8]=[C:9]([N+:10]([O-:12])=[O:11])[C:4]([F:3])=[CH:5][C:6]=1[CH3:17], predict the reactants needed to synthesize it. The reactants are: [I-].[K+].[F:3][C:4]1[C:9]([N+:10]([O-:12])=[O:11])=[CH:8][C:7]([S:13](Cl)(=O)=O)=[C:6]([CH3:17])[CH:5]=1.[OH2:18].[PH2]([O-])=O.[Na+].[OH2:23]. (7) Given the product [C:16]([C:15]1[C:14]2[C:9](=[CH:10][CH:11]=[CH:12][CH:13]=2)[NH:8][C:7]=1[C:1]1[CH:6]=[CH:5][CH:4]=[CH:3][CH:2]=1)(=[O:18])[CH3:17], predict the reactants needed to synthesize it. The reactants are: [C:1]1([C:7]2[NH:8][C:9]3[C:14]([CH:15]=2)=[CH:13][CH:12]=[CH:11][CH:10]=3)[CH:6]=[CH:5][CH:4]=[CH:3][CH:2]=1.[C:16](Cl)(=[O:18])[CH3:17].[Sn](Cl)(Cl)(Cl)Cl.